Dataset: Catalyst prediction with 721,799 reactions and 888 catalyst types from USPTO. Task: Predict which catalyst facilitates the given reaction. (1) Reactant: [Cl:1][C:2]1[CH:7]=[CH:6][C:5]([C:8]2[CH:13]=[CH:12][NH:11][C:10](=[O:14])[CH:9]=2)=[C:4]([O:15][CH3:16])[CH:3]=1.Br[C:18]1[CH:19]=[CH:20][C:21]2[C:22]3[CH2:31][N:30]([C:32]([O:34][C:35]([CH3:38])([CH3:37])[CH3:36])=[O:33])[CH2:29][CH2:28][C:23]=3[N:24]([CH3:27])[C:25]=2[CH:26]=1.OC1C=CC=C2C=1N=CC=C2.C([O-])([O-])=O.[Cs+].[Cs+]. Product: [Cl:1][C:2]1[CH:7]=[CH:6][C:5]([C:8]2[CH:13]=[CH:12][N:11]([C:18]3[CH:19]=[CH:20][C:21]4[C:22]5[CH2:31][N:30]([C:32]([O:34][C:35]([CH3:38])([CH3:37])[CH3:36])=[O:33])[CH2:29][CH2:28][C:23]=5[N:24]([CH3:27])[C:25]=4[CH:26]=3)[C:10](=[O:14])[CH:9]=2)=[C:4]([O:15][CH3:16])[CH:3]=1. The catalyst class is: 156. (2) Product: [Cl:1][C:2]1[CH:3]=[CH:4][C:5]([CH2:6][C:7]2[C:15]3[C:10](=[CH:11][CH:12]=[CH:13][C:14]=3[S:16]([CH3:18])=[O:17])[N:9]3[CH2:19][CH2:20][CH2:21][CH:22]([CH2:23][C:24]([OH:26])=[O:25])[C:8]=23)=[CH:29][CH:30]=1. The catalyst class is: 52. Reactant: [Cl:1][C:2]1[CH:30]=[CH:29][C:5]([CH2:6][C:7]2[C:15]3[C:10](=[CH:11][CH:12]=[CH:13][C:14]=3[S:16]([CH3:18])=[O:17])[N:9]3[CH2:19][CH2:20][CH2:21][CH:22]([CH2:23][C:24]([O:26]CC)=[O:25])[C:8]=23)=[CH:4][CH:3]=1.C1COCC1.CO.[Li+].[OH-]. (3) Reactant: [Br:1][C:2]1[C:3]([C:24]([CH3:32])([CH3:31])[O:25][SiH2:26][C:27]([CH3:30])([CH3:29])[CH3:28])=[C:4]([N:8]2[CH:17](O)[CH2:16][C:15]3[C:10](=[CH:11][C:12]([C:19]4([CH3:22])[CH2:21][CH2:20]4)=[CH:13][CH:14]=3)[C:9]2=[O:23])[CH:5]=[CH:6][CH:7]=1.C(N(CC)CC)C.CS(Cl)(=O)=O. Product: [Br:1][C:2]1[C:3]([C:24]([CH3:32])([CH3:31])[O:25][SiH2:26][C:27]([CH3:30])([CH3:29])[CH3:28])=[C:4]([N:8]2[CH:17]=[CH:16][C:15]3[C:10](=[CH:11][C:12]([C:19]4([CH3:22])[CH2:20][CH2:21]4)=[CH:13][CH:14]=3)[C:9]2=[O:23])[CH:5]=[CH:6][CH:7]=1. The catalyst class is: 4. (4) Reactant: [CH3:1][S:2]([C:5]1[CH:10]=[CH:9][C:8]([C:11]2[N:16]=[CH:15][C:14]([OH:17])=[CH:13][CH:12]=2)=[CH:7][CH:6]=1)(=[O:4])=[O:3].CS(O[CH2:23][CH:24]1[CH2:29][CH2:28][N:27]([C:30]([O:32][C:33]([CH3:36])([CH3:35])[CH3:34])=[O:31])[CH2:26][CH2:25]1)(=O)=O.C([O-])([O-])=O.[K+].[K+].O. Product: [CH3:1][S:2]([C:5]1[CH:6]=[CH:7][C:8]([C:11]2[N:16]=[CH:15][C:14]([O:17][CH2:23][CH:24]3[CH2:29][CH2:28][N:27]([C:30]([O:32][C:33]([CH3:34])([CH3:36])[CH3:35])=[O:31])[CH2:26][CH2:25]3)=[CH:13][CH:12]=2)=[CH:9][CH:10]=1)(=[O:4])=[O:3]. The catalyst class is: 3.